From a dataset of Full USPTO retrosynthesis dataset with 1.9M reactions from patents (1976-2016). Predict the reactants needed to synthesize the given product. (1) Given the product [ClH:7].[Cl:7][C:8]1[CH:9]=[CH:10][C:11]([S:16][CH3:17])=[C:12]([CH2:13][NH2:14])[CH:15]=1, predict the reactants needed to synthesize it. The reactants are: [H-].[Al+3].[Li+].[H-].[H-].[H-].[Cl:7][C:8]1[CH:9]=[CH:10][C:11]([S:16][CH3:17])=[C:12]([CH:15]=1)[C:13]#[N:14].O.O.O.O.O.O.O.O.O.O.[O-]S([O-])(=O)=O.[Na+].[Na+]. (2) Given the product [CH2:16]([N:8]([CH2:9][C:10]1[CH:11]=[CH:12][CH:13]=[CH:14][CH:15]=1)[CH2:7][CH2:6][CH2:5][CH:4]=[O:3])[C:17]1[CH:22]=[CH:21][CH:20]=[CH:19][CH:18]=1, predict the reactants needed to synthesize it. The reactants are: C([O:3][C:4](=O)[CH2:5][CH2:6][CH2:7][N:8]([CH2:16][C:17]1[CH:22]=[CH:21][CH:20]=[CH:19][CH:18]=1)[CH2:9][C:10]1[CH:15]=[CH:14][CH:13]=[CH:12][CH:11]=1)C.[H-].C([Al+]CC(C)C)C(C)C.O.